Dataset: Peptide-MHC class I binding affinity with 185,985 pairs from IEDB/IMGT. Task: Regression. Given a peptide amino acid sequence and an MHC pseudo amino acid sequence, predict their binding affinity value. This is MHC class I binding data. The peptide sequence is MLWTTDKHV. The MHC is HLA-A02:01 with pseudo-sequence HLA-A02:01. The binding affinity (normalized) is 0.338.